Dataset: Forward reaction prediction with 1.9M reactions from USPTO patents (1976-2016). Task: Predict the product of the given reaction. (1) The product is: [CH3:1][N:2]([CH3:8])[CH2:3][CH2:4][CH2:5][C:19]1([C:20]2[CH:25]=[CH:24][C:23]([F:26])=[CH:22][CH:21]=2)[C:18]2[C:11](=[CH:12][C:13]([C:14]#[N:15])=[CH:16][CH:17]=2)[CH2:10][O:27]1. Given the reactants [CH3:1][N:2]([CH3:8])[CH2:3][CH2:4][CH2:5][Mg]Cl.Cl[CH2:10][C:11]1[CH:12]=[C:13]([CH:16]=[CH:17][C:18]=1[C:19](=[O:27])[C:20]1[CH:25]=[CH:24][C:23]([F:26])=[CH:22][CH:21]=1)[C:14]#[N:15].O.[NH4+].[Cl-], predict the reaction product. (2) The product is: [CH3:38][O:37][C:25]1[C:17]([C:12]([C:11]2[NH:1][C:2]3[CH:7]=[CH:6][C:5]([C:8]#[N:9])=[CH:4][C:3]=3[N:10]=2)([CH2:13][CH:14]=[CH2:15])[CH3:16])=[C:18]2[C:22](=[C:23]([CH3:28])[CH:24]=1)[NH:21][CH:20]=[CH:19]2. Given the reactants [NH2:1][C:2]1[CH:7]=[CH:6][C:5]([C:8]#[N:9])=[CH:4][C:3]=1[NH:10][C:11](=O)[C:12]([C:17]1[C:25](OC)=[CH:24][C:23]([CH3:28])=[C:22]2[C:18]=1[CH:19]=[CH:20][N:21]2C(OC(C)(C)C)=O)([CH3:16])[CH2:13][CH:14]=[CH2:15].[OH2:37].[C:38]1(C)C=CC(S(O)(=O)=O)=CC=1, predict the reaction product. (3) Given the reactants [CH2:1]([O:3][C:4]1[C:13]([NH:14][C:15](=[O:23])OC2C=CC=CC=2)=[N:12][C:11]2[C:6](=[CH:7][CH:8]=[CH:9][CH:10]=2)[N:5]=1)[CH3:2].[CH2:24]([O:26][C:27]1[CH:32]=[CH:31][CH:30]=[CH:29][C:28]=1[N:33]1[CH2:38][CH2:37][NH:36][CH2:35][CH2:34]1)[CH3:25], predict the reaction product. The product is: [CH2:1]([O:3][C:4]1[C:13]([NH:14][C:15]([N:36]2[CH2:35][CH2:34][N:33]([C:28]3[CH:29]=[CH:30][CH:31]=[CH:32][C:27]=3[O:26][CH2:24][CH3:25])[CH2:38][CH2:37]2)=[O:23])=[N:12][C:11]2[C:6](=[CH:7][CH:8]=[CH:9][CH:10]=2)[N:5]=1)[CH3:2]. (4) Given the reactants [CH3:1][C:2]1N=[C:6]([CH2:8][OH:9])[CH:5]=[CH:4][CH:3]=1.[OH-:10].[Na+].Cl[C:13]1[N:18]=[C:17]([NH:19][C:20]2[CH:25]=[CH:24][C:23]([O:26][CH3:27])=[C:22]([Cl:28])[CH:21]=2)[N:16]=[C:15]([NH:29][CH:30]2[CH2:36][CH2:35][CH2:34][CH2:33][CH2:32][CH2:31]2)[N:14]=1, predict the reaction product. The product is: [Cl:28][C:22]1[CH:21]=[C:20]([NH:19][C:17]2[N:16]=[C:15]([NH:29][CH:30]3[CH2:36][CH2:35][CH2:34][CH2:33][CH2:32][CH2:31]3)[N:14]=[C:13]([O:9][CH2:8][CH:6]3[CH:5]=[CH:4][CH:3]=[C:2]([CH3:1])[O:10]3)[N:18]=2)[CH:25]=[CH:24][C:23]=1[O:26][CH3:27]. (5) Given the reactants [CH3:1][O:2][C:3]1[C:26]([O:27][CH3:28])=[CH:25][C:6]2[CH2:7][C:8](=[O:24])[N:9]([CH2:12][CH2:13][CH2:14][N:15](C)[C:16](=O)OC(C)(C)C)[CH:10]=[CH:11][C:5]=2[CH:4]=1.Cl.[OH-].[Na+], predict the reaction product. The product is: [CH3:1][O:2][C:3]1[C:26]([O:27][CH3:28])=[CH:25][C:6]2[CH2:7][C:8](=[O:24])[N:9]([CH2:12][CH2:13][CH2:14][NH:15][CH3:16])[CH:10]=[CH:11][C:5]=2[CH:4]=1. (6) Given the reactants [C:1]1([C:7]2([CH2:17][CH:18]([CH3:20])[CH3:19])[C:11]3[CH2:12][NH:13][CH2:14][CH2:15][C:10]=3[C:9](=[O:16])[O:8]2)[CH:6]=[CH:5][CH:4]=[CH:3][CH:2]=1.[N:21]([CH2:24][CH2:25][N:26]1[CH2:31][CH2:30][CH2:29][CH2:28][CH2:27]1)=[C:22]=[S:23], predict the reaction product. The product is: [CH2:17]([C:7]1([C:1]2[CH:2]=[CH:3][CH:4]=[CH:5][CH:6]=2)[C:11]2[CH2:12][N:13]([C:22](=[S:23])[NH:21][CH2:24][CH2:25][N:26]3[CH2:31][CH2:30][CH2:29][CH2:28][CH2:27]3)[CH2:14][CH2:15][C:10]=2[C:9](=[O:16])[O:8]1)[CH:18]([CH3:20])[CH3:19]. (7) Given the reactants [CH:1]1([C:6]2[NH:10][C:9]3[C:11]([OH:18])=[CH:12][CH:13]=[C:14]([C:15]([OH:17])=O)[C:8]=3[N:7]=2)[CH2:5][CH2:4][CH2:3][CH2:2]1.[NH2:19][CH2:20][CH2:21][C:22]1[CH:28]=[CH:27][C:25]([NH2:26])=[CH:24][CH:23]=1, predict the reaction product. The product is: [NH2:26][C:25]1[CH:27]=[CH:28][C:22]([CH2:21][CH2:20][NH:19][C:15]([C:14]2[C:8]3[NH:7][C:6]([CH:1]4[CH2:2][CH2:3][CH2:4][CH2:5]4)=[N:10][C:9]=3[C:11]([OH:18])=[CH:12][CH:13]=2)=[O:17])=[CH:23][CH:24]=1. (8) Given the reactants [CH3:1][O:2][C:3]1[CH:12]=[CH:11][C:10]([C:13](=[O:15])[CH3:14])=[CH:9][C:4]=1[C:5]([O:7]C)=[O:6].Cl, predict the reaction product. The product is: [CH3:1][O:2][C:3]1[CH:12]=[CH:11][C:10]([C:13](=[O:15])[CH3:14])=[CH:9][C:4]=1[C:5]([OH:7])=[O:6]. (9) Given the reactants [OH:1][CH2:2][C:3]1[CH:8]=[CH:7][CH:6]=[CH:5][C:4]=1[CH2:9][CH2:10][CH2:11][NH:12][C:13](=[O:19])[O:14][C:15]([CH3:18])([CH3:17])[CH3:16].CC(OI1(OC(C)=O)(OC(C)=O)OC(=O)C2C=CC=CC1=2)=O.CCOCC, predict the reaction product. The product is: [CH:2]([C:3]1[CH:8]=[CH:7][CH:6]=[CH:5][C:4]=1[CH2:9][CH2:10][CH2:11][NH:12][C:13](=[O:19])[O:14][C:15]([CH3:17])([CH3:16])[CH3:18])=[O:1]. (10) Given the reactants [C:1]([C:5]1[CH:10]=[CH:9][C:8]([C:11]2[N:12]([C:30](Cl)=[O:31])[C@H:13]([C:23]3[CH:28]=[CH:27][C:26]([Cl:29])=[CH:25][CH:24]=3)[C@H:14]([C:16]3[CH:21]=[CH:20][C:19]([Cl:22])=[CH:18][CH:17]=3)[N:15]=2)=[C:7]([O:33][CH2:34][CH3:35])[CH:6]=1)([CH3:4])([CH3:3])[CH3:2].Cl.Cl.[CH3:38][S:39]([CH2:42][CH2:43][N:44]1[CH2:49][CH2:48][NH:47][CH2:46][CH2:45]1)(=[O:41])=[O:40], predict the reaction product. The product is: [ClH:22].[C:1]([C:5]1[CH:10]=[CH:9][C:8]([C:11]2[N:12]([C:30]([N:47]3[CH2:46][CH2:45][N:44]([CH2:43][CH2:42][S:39]([CH3:38])(=[O:40])=[O:41])[CH2:49][CH2:48]3)=[O:31])[C@H:13]([C:23]3[CH:24]=[CH:25][C:26]([Cl:29])=[CH:27][CH:28]=3)[C@H:14]([C:16]3[CH:17]=[CH:18][C:19]([Cl:22])=[CH:20][CH:21]=3)[N:15]=2)=[C:7]([O:33][CH2:34][CH3:35])[CH:6]=1)([CH3:4])([CH3:2])[CH3:3].